This data is from Full USPTO retrosynthesis dataset with 1.9M reactions from patents (1976-2016). The task is: Predict the reactants needed to synthesize the given product. Given the product [CH3:24][O:23][C:19]1[CH:20]=[CH:21][CH:22]=[C:15]([O:14][CH3:13])[C:16]=1[CH2:17][NH:18][C:6]1[CH:5]=[CH:4][C:3]2[C:2]([NH:25][CH2:26][C:27]3[CH:28]=[N:29][CH:30]=[CH:31][CH:32]=3)=[CH:11][CH:10]=[CH:9][C:8]=2[N:7]=1, predict the reactants needed to synthesize it. The reactants are: I[C:2]1[CH:11]=[CH:10][CH:9]=[C:8]2[C:3]=1[CH:4]=[CH:5][C:6](Cl)=[N:7]2.[CH3:13][O:14][C:15]1[CH:22]=[CH:21][CH:20]=[C:19]([O:23][CH3:24])[C:16]=1[CH2:17][NH2:18].[NH2:25][CH2:26][C:27]1[CH:28]=[N:29][CH:30]=[CH:31][CH:32]=1.